The task is: Regression. Given two drug SMILES strings and cell line genomic features, predict the synergy score measuring deviation from expected non-interaction effect.. This data is from NCI-60 drug combinations with 297,098 pairs across 59 cell lines. (1) Drug 1: C#CCC(CC1=CN=C2C(=N1)C(=NC(=N2)N)N)C3=CC=C(C=C3)C(=O)NC(CCC(=O)O)C(=O)O. Drug 2: CC1CCCC2(C(O2)CC(NC(=O)CC(C(C(=O)C(C1O)C)(C)C)O)C(=CC3=CSC(=N3)C)C)C. Cell line: SK-MEL-28. Synergy scores: CSS=23.2, Synergy_ZIP=1.83, Synergy_Bliss=0.435, Synergy_Loewe=-0.779, Synergy_HSA=-0.950. (2) Drug 1: C1=CC(=CC=C1C#N)C(C2=CC=C(C=C2)C#N)N3C=NC=N3. Drug 2: CCC(=C(C1=CC=CC=C1)C2=CC=C(C=C2)OCCN(C)C)C3=CC=CC=C3.C(C(=O)O)C(CC(=O)O)(C(=O)O)O. Cell line: COLO 205. Synergy scores: CSS=-1.19, Synergy_ZIP=-0.979, Synergy_Bliss=-3.04, Synergy_Loewe=-4.44, Synergy_HSA=-4.43. (3) Drug 1: C1=NNC2=C1C(=O)NC=N2. Drug 2: C(CCl)NC(=O)N(CCCl)N=O. Cell line: UO-31. Synergy scores: CSS=2.71, Synergy_ZIP=-0.779, Synergy_Bliss=0.387, Synergy_Loewe=-0.406, Synergy_HSA=-0.527. (4) Drug 1: CC(C1=C(C=CC(=C1Cl)F)Cl)OC2=C(N=CC(=C2)C3=CN(N=C3)C4CCNCC4)N. Drug 2: CCN(CC)CCCC(C)NC1=C2C=C(C=CC2=NC3=C1C=CC(=C3)Cl)OC. Cell line: SK-OV-3. Synergy scores: CSS=11.3, Synergy_ZIP=-3.64, Synergy_Bliss=6.33, Synergy_Loewe=-1.23, Synergy_HSA=5.43. (5) Drug 1: C1=NNC2=C1C(=O)NC=N2. Drug 2: B(C(CC(C)C)NC(=O)C(CC1=CC=CC=C1)NC(=O)C2=NC=CN=C2)(O)O. Cell line: ACHN. Synergy scores: CSS=45.8, Synergy_ZIP=3.68, Synergy_Bliss=1.35, Synergy_Loewe=-30.8, Synergy_HSA=-6.57. (6) Drug 1: CC1=C(C=C(C=C1)NC2=NC=CC(=N2)N(C)C3=CC4=NN(C(=C4C=C3)C)C)S(=O)(=O)N.Cl. Drug 2: C(CCl)NC(=O)N(CCCl)N=O. Cell line: A498. Synergy scores: CSS=-8.47, Synergy_ZIP=2.11, Synergy_Bliss=0.802, Synergy_Loewe=-3.09, Synergy_HSA=-2.69. (7) Synergy scores: CSS=79.6, Synergy_ZIP=4.74, Synergy_Bliss=4.54, Synergy_Loewe=6.18, Synergy_HSA=7.23. Drug 1: C1=CC(=CC=C1CCCC(=O)O)N(CCCl)CCCl. Drug 2: C1=CC=C(C=C1)NC(=O)CCCCCCC(=O)NO. Cell line: MOLT-4. (8) Drug 1: CC(C1=C(C=CC(=C1Cl)F)Cl)OC2=C(N=CC(=C2)C3=CN(N=C3)C4CCNCC4)N. Drug 2: C1=CN(C(=O)N=C1N)C2C(C(C(O2)CO)O)O.Cl. Cell line: HCT-15. Synergy scores: CSS=19.5, Synergy_ZIP=-9.17, Synergy_Bliss=-0.675, Synergy_Loewe=-9.48, Synergy_HSA=-0.682.